From a dataset of Full USPTO retrosynthesis dataset with 1.9M reactions from patents (1976-2016). Predict the reactants needed to synthesize the given product. Given the product [CH3:1][C:2]1[CH:3]=[CH:4][C:5]([CH2:8][N:9]([CH:22]2[CH2:27][CH2:26][N:25]([CH3:28])[CH2:24][CH2:23]2)[C:10](=[O:21])[CH2:11][C:12]2[CH:17]=[CH:16][C:15]([OH:18])=[C:14]([OH:20])[CH:13]=2)=[CH:6][CH:7]=1, predict the reactants needed to synthesize it. The reactants are: [CH3:1][C:2]1[CH:7]=[CH:6][C:5]([CH2:8][N:9]([CH:22]2[CH2:27][CH2:26][N:25]([CH3:28])[CH2:24][CH2:23]2)[C:10](=[O:21])[CH2:11][C:12]2[CH:17]=[CH:16][C:15]([O:18]C)=[C:14]([OH:20])[CH:13]=2)=[CH:4][CH:3]=1.B(Br)(Br)Br.